Dataset: NCI-60 drug combinations with 297,098 pairs across 59 cell lines. Task: Regression. Given two drug SMILES strings and cell line genomic features, predict the synergy score measuring deviation from expected non-interaction effect. (1) Drug 1: CCC1=C2CN3C(=CC4=C(C3=O)COC(=O)C4(CC)O)C2=NC5=C1C=C(C=C5)O. Drug 2: CS(=O)(=O)CCNCC1=CC=C(O1)C2=CC3=C(C=C2)N=CN=C3NC4=CC(=C(C=C4)OCC5=CC(=CC=C5)F)Cl. Cell line: COLO 205. Synergy scores: CSS=37.9, Synergy_ZIP=-6.26, Synergy_Bliss=0.841, Synergy_Loewe=-79.5, Synergy_HSA=1.09. (2) Drug 1: C1CN1P(=S)(N2CC2)N3CC3. Cell line: CAKI-1. Drug 2: CCC1=C2CN3C(=CC4=C(C3=O)COC(=O)C4(CC)O)C2=NC5=C1C=C(C=C5)O. Synergy scores: CSS=19.4, Synergy_ZIP=-2.89, Synergy_Bliss=1.54, Synergy_Loewe=-15.6, Synergy_HSA=1.18. (3) Drug 1: CC1OCC2C(O1)C(C(C(O2)OC3C4COC(=O)C4C(C5=CC6=C(C=C35)OCO6)C7=CC(=C(C(=C7)OC)O)OC)O)O. Drug 2: CN(C)N=NC1=C(NC=N1)C(=O)N. Cell line: DU-145. Synergy scores: CSS=44.3, Synergy_ZIP=4.06, Synergy_Bliss=6.54, Synergy_Loewe=-0.874, Synergy_HSA=5.77. (4) Drug 1: CNC(=O)C1=NC=CC(=C1)OC2=CC=C(C=C2)NC(=O)NC3=CC(=C(C=C3)Cl)C(F)(F)F. Drug 2: C1=NNC2=C1C(=O)NC=N2. Cell line: PC-3. Synergy scores: CSS=3.26, Synergy_ZIP=-3.42, Synergy_Bliss=-4.56, Synergy_Loewe=-3.15, Synergy_HSA=-2.78. (5) Drug 1: CN1C2=C(C=C(C=C2)N(CCCl)CCCl)N=C1CCCC(=O)O.Cl. Drug 2: C(CCl)NC(=O)N(CCCl)N=O. Cell line: MCF7. Synergy scores: CSS=-6.23, Synergy_ZIP=13.3, Synergy_Bliss=-1.07, Synergy_Loewe=-6.90, Synergy_HSA=-7.22. (6) Drug 1: CN(C)N=NC1=C(NC=N1)C(=O)N. Drug 2: C1=CC(=CC=C1C#N)C(C2=CC=C(C=C2)C#N)N3C=NC=N3. Cell line: MDA-MB-231. Synergy scores: CSS=2.34, Synergy_ZIP=0.725, Synergy_Bliss=2.41, Synergy_Loewe=-2.42, Synergy_HSA=-0.761. (7) Drug 1: C1CN1C2=NC(=NC(=N2)N3CC3)N4CC4. Drug 2: C1=CC(=CC=C1CCC2=CNC3=C2C(=O)NC(=N3)N)C(=O)NC(CCC(=O)O)C(=O)O. Cell line: SK-MEL-28. Synergy scores: CSS=28.2, Synergy_ZIP=-2.63, Synergy_Bliss=-2.54, Synergy_Loewe=-9.66, Synergy_HSA=0.108. (8) Cell line: M14. Drug 2: C1CN(P(=O)(OC1)NCCCl)CCCl. Synergy scores: CSS=-1.34, Synergy_ZIP=2.38, Synergy_Bliss=3.05, Synergy_Loewe=0.821, Synergy_HSA=-0.293. Drug 1: CC1=CC2C(CCC3(C2CCC3(C(=O)C)OC(=O)C)C)C4(C1=CC(=O)CC4)C. (9) Drug 1: CC(C)CN1C=NC2=C1C3=CC=CC=C3N=C2N. Drug 2: C(CN)CNCCSP(=O)(O)O. Cell line: KM12. Synergy scores: CSS=0.160, Synergy_ZIP=2.66, Synergy_Bliss=5.07, Synergy_Loewe=-102, Synergy_HSA=-0.137. (10) Drug 1: CC1=C(N=C(N=C1N)C(CC(=O)N)NCC(C(=O)N)N)C(=O)NC(C(C2=CN=CN2)OC3C(C(C(C(O3)CO)O)O)OC4C(C(C(C(O4)CO)O)OC(=O)N)O)C(=O)NC(C)C(C(C)C(=O)NC(C(C)O)C(=O)NCCC5=NC(=CS5)C6=NC(=CS6)C(=O)NCCC[S+](C)C)O. Drug 2: B(C(CC(C)C)NC(=O)C(CC1=CC=CC=C1)NC(=O)C2=NC=CN=C2)(O)O. Cell line: IGROV1. Synergy scores: CSS=74.7, Synergy_ZIP=0.955, Synergy_Bliss=5.24, Synergy_Loewe=6.38, Synergy_HSA=9.42.